Dataset: Merck oncology drug combination screen with 23,052 pairs across 39 cell lines. Task: Regression. Given two drug SMILES strings and cell line genomic features, predict the synergy score measuring deviation from expected non-interaction effect. Drug 1: CN(Cc1cnc2nc(N)nc(N)c2n1)c1ccc(C(=O)NC(CCC(=O)O)C(=O)O)cc1. Drug 2: O=C(NOCC(O)CO)c1ccc(F)c(F)c1Nc1ccc(I)cc1F. Cell line: A375. Synergy scores: synergy=-6.63.